From a dataset of hERG Central: cardiac toxicity at 1µM, 10µM, and general inhibition. Predict hERG channel inhibition at various concentrations. (1) The molecule is Cn1c(=O)n(C)c2cc([N+](=O)[O-])c(N3CCN(C(=O)c4cccc(Cl)c4)CC3)cc21. Results: hERG_inhib (hERG inhibition (general)): blocker. (2) The drug is CCc1ccc(-c2nc(CN3CCC(C(=O)NCc4ccc(F)cc4)CC3)c(C)o2)cc1. Results: hERG_inhib (hERG inhibition (general)): blocker. (3) The drug is CC(C(=O)NN=C(c1ccccc1)c1ccccc1)N1CCCC1. Results: hERG_inhib (hERG inhibition (general)): blocker. (4) The drug is CN1CCN(C(=O)/C(=C/c2ccccc2)c2ccccc2)CC1. Results: hERG_inhib (hERG inhibition (general)): blocker. (5) The drug is OC(CN1CCN(Cc2ccccc2)CC1)c1ccc(Br)cc1. Results: hERG_inhib (hERG inhibition (general)): blocker. (6) The molecule is Cc1ccc(OCC(O)CN2CCc3ccccc3C2)c(C)c1.Cl. Results: hERG_inhib (hERG inhibition (general)): blocker. (7) Results: hERG_inhib (hERG inhibition (general)): blocker. The compound is O=C(CCc1nnc2n(Cc3ccc(Cl)cc3)c(=O)c3ccccc3n12)N1CCN(c2ccccn2)CC1. (8) The molecule is CCn1c(SCC(=O)N2CCN(c3ccccc3)CC2)nnc1-c1c[nH]c2ccccc12. Results: hERG_inhib (hERG inhibition (general)): blocker. (9) The drug is O=C(N/C(=C/c1ccc(Br)cc1)C(=O)N1CCCC1)c1ccccc1F. Results: hERG_inhib (hERG inhibition (general)): blocker. (10) The molecule is CCCCCC(=O)Nc1ccc(N2CCN(C(=O)c3ccccc3)CC2)cc1. Results: hERG_inhib (hERG inhibition (general)): blocker.